From a dataset of Reaction yield outcomes from USPTO patents with 853,638 reactions. Predict the reaction yield, written as a fraction of the theoretical maximum amount of product (1.0 means a 100% yield; for example, 0.34 means a 34% yield). The reactants are [OH:1][NH:2][CH2:3][CH2:4][NH:5][C:6](=[O:28])[C:7]1[CH:12]=[CH:11][C:10]([C:13]#[C:14][C:15]2[CH:20]=[CH:19][C:18]([CH2:21][N:22]3[CH2:27][CH2:26][O:25][CH2:24][CH2:23]3)=[CH:17][CH:16]=2)=[CH:9][CH:8]=1.[CH:29](OCC(F)(F)F)=[O:30].CCN(C(C)C)C(C)C. The catalyst is C1COCC1. The product is [CH:29]([N:2]([OH:1])[CH2:3][CH2:4][NH:5][C:6](=[O:28])[C:7]1[CH:8]=[CH:9][C:10]([C:13]#[C:14][C:15]2[CH:20]=[CH:19][C:18]([CH2:21][N:22]3[CH2:27][CH2:26][O:25][CH2:24][CH2:23]3)=[CH:17][CH:16]=2)=[CH:11][CH:12]=1)=[O:30]. The yield is 0.179.